Task: Predict the reactants needed to synthesize the given product.. Dataset: Full USPTO retrosynthesis dataset with 1.9M reactions from patents (1976-2016) Given the product [NH2:19][C:10]1[C:9]2[N:8]=[CH:7][N:6]([CH2:5][CH2:4][CH2:3][CH2:2][NH:1][C:31](=[O:32])[O:30][C:21]3[CH:22]=[CH:23][C:24]4[C:29](=[CH:28][CH:27]=[CH:26][CH:25]=4)[CH:20]=3)[C:18]=2[C:17]2[CH:16]=[CH:15][CH:14]=[CH:13][C:12]=2[N:11]=1, predict the reactants needed to synthesize it. The reactants are: [NH2:1][CH2:2][CH2:3][CH2:4][CH2:5][N:6]1[C:18]2[C:17]3[CH:16]=[CH:15][CH:14]=[CH:13][C:12]=3[N:11]=[C:10]([NH2:19])[C:9]=2[N:8]=[CH:7]1.[CH:20]1[C:29]2[C:24](=[CH:25][CH:26]=[CH:27][CH:28]=2)[CH:23]=[CH:22][C:21]=1[O:30][C:31](Cl)=[O:32].